This data is from Full USPTO retrosynthesis dataset with 1.9M reactions from patents (1976-2016). The task is: Predict the reactants needed to synthesize the given product. (1) Given the product [CH2:1]([S:3]([N:6]1[CH2:7][CH2:8][CH:9]([C:12]2[C:20]3[C:15](=[C:16]([C:29]([NH2:31])=[O:30])[CH:17]=[C:18]([C:21]4[CH:26]=[CH:25][CH:24]=[C:23]([CH2:27][N:35]5[CH2:36][CH2:37][N:32]([CH2:38][CH2:39][O:40][CH2:41][CH2:42][OH:43])[CH2:33][CH2:34]5)[CH:22]=4)[CH:19]=3)[NH:14][CH:13]=2)[CH2:10][CH2:11]1)(=[O:5])=[O:4])[CH3:2], predict the reactants needed to synthesize it. The reactants are: [CH2:1]([S:3]([N:6]1[CH2:11][CH2:10][CH:9]([C:12]2[C:20]3[C:15](=[C:16]([C:29]([NH2:31])=[O:30])[CH:17]=[C:18]([C:21]4[CH:26]=[CH:25][CH:24]=[C:23]([CH:27]=O)[CH:22]=4)[CH:19]=3)[NH:14][CH:13]=2)[CH2:8][CH2:7]1)(=[O:5])=[O:4])[CH3:2].[N:32]1([CH2:38][CH2:39][O:40][CH2:41][CH2:42][OH:43])[CH2:37][CH2:36][NH:35][CH2:34][CH2:33]1.[BH-](OC(C)=O)(OC(C)=O)OC(C)=O.[Na+]. (2) Given the product [OH:3][NH:2][C:4]([N:6]1[CH2:11][CH2:10][CH2:9][CH2:8][CH2:7]1)=[NH:5], predict the reactants needed to synthesize it. The reactants are: Cl.[NH2:2][OH:3].[C:4]([N:6]1[CH2:11][CH2:10][CH2:9][CH2:8][CH2:7]1)#[N:5].C(=O)([O-])[O-].[Na+].[Na+].